Task: Predict which catalyst facilitates the given reaction.. Dataset: Catalyst prediction with 721,799 reactions and 888 catalyst types from USPTO (1) Reactant: [OH:1][C:2]1[CH:9]=[C:8]([CH3:10])[C:5]([CH:6]=[O:7])=[C:4]([CH3:11])[CH:3]=1.Cl[CH2:13][C:14]([N:16]1[CH2:20][CH2:19][CH2:18][CH2:17]1)=[O:15].C([O-])([O-])=O.[Cs+].[Cs+]. Product: [CH3:11][C:4]1[CH:3]=[C:2]([O:1][CH2:13][C:14](=[O:15])[N:16]2[CH2:20][CH2:19][CH2:18][CH2:17]2)[CH:9]=[C:8]([CH3:10])[C:5]=1[CH:6]=[O:7]. The catalyst class is: 21. (2) Reactant: [CH2:1]([O:3][P:4]([CH2:9][C:10]([O:12][C:13]([CH3:16])([CH3:15])[CH3:14])=[O:11])([O:6][CH2:7][CH3:8])=[O:5])[CH3:2].[H-].[Na+].Br[CH2:20][C@H:21]([CH3:41])[CH2:22][O:23][Si:24]([C:37]([CH3:40])([CH3:39])[CH3:38])([C:31]1[CH:36]=[CH:35][CH:34]=[CH:33][CH:32]=1)[C:25]1[CH:30]=[CH:29][CH:28]=[CH:27][CH:26]=1. Product: [Si:24]([O:23][CH2:22][CH:21]([CH3:41])[CH2:20][C@H:9]([P:4]([O:3][CH2:1][CH3:2])([O:6][CH2:7][CH3:8])=[O:5])[C:10]([O:12][C:13]([CH3:14])([CH3:16])[CH3:15])=[O:11])([C:37]([CH3:38])([CH3:39])[CH3:40])([C:31]1[CH:32]=[CH:33][CH:34]=[CH:35][CH:36]=1)[C:25]1[CH:30]=[CH:29][CH:28]=[CH:27][CH:26]=1. The catalyst class is: 1.